From a dataset of Full USPTO retrosynthesis dataset with 1.9M reactions from patents (1976-2016). Predict the reactants needed to synthesize the given product. (1) Given the product [Cl:1][C:2]1[N:7]2[N:8]=[C:9]([C:11]3[O:12][CH:13]=[CH:14][CH:15]=3)[CH:10]=[C:6]2[N:5]=[C:4]([CH3:16])[C:3]=1[CH:17]([CH2:33][CH2:34][CH3:35])[C:18]([O:20][CH3:21])=[O:19], predict the reactants needed to synthesize it. The reactants are: [Cl:1][C:2]1[N:7]2[N:8]=[C:9]([C:11]3[O:12][CH:13]=[CH:14][CH:15]=3)[CH:10]=[C:6]2[N:5]=[C:4]([CH3:16])[C:3]=1[CH2:17][C:18]([O:20][CH3:21])=[O:19].[Li+].C[Si]([N-][Si](C)(C)C)(C)C.I[CH2:33][CH2:34][CH3:35]. (2) Given the product [CH2:1]([O:8][C:12]1[C:17]([C:18]#[N:19])=[C:16]([NH:20][C:21]2[CH:26]=[CH:25][C:24]([I:27])=[CH:23][CH:22]=2)[N:15]=[C:14]([S:28][CH3:29])[N:13]=1)[C:2]1[CH:7]=[CH:6][CH:5]=[CH:4][CH:3]=1, predict the reactants needed to synthesize it. The reactants are: [CH2:1]([OH:8])[C:2]1[CH:7]=[CH:6][CH:5]=[CH:4][CH:3]=1.[H-].[Na+].Cl[C:12]1[C:17]([C:18]#[N:19])=[C:16]([NH:20][C:21]2[CH:26]=[CH:25][C:24]([I:27])=[CH:23][CH:22]=2)[N:15]=[C:14]([S:28][CH3:29])[N:13]=1. (3) Given the product [CH:35]1[CH:34]=[C:33]([Cl:37])[C:30]2[S:31][CH:32]=[C:28]([CH2:27][O:23][CH:16]([C:10]3[CH:11]=[CH:12][C:13]([Cl:15])=[CH:14][C:9]=3[Cl:8])[CH2:17][N:18]3[CH:19]=[N:20][CH:21]=[CH:22]3)[C:29]=2[CH:36]=1, predict the reactants needed to synthesize it. The reactants are: C1(C)C=CC=CC=1.[Cl:8][C:9]1[CH:14]=[C:13]([Cl:15])[CH:12]=[CH:11][C:10]=1[CH:16]([OH:23])[CH2:17][N:18]1[CH:22]=[CH:21][N:20]=[CH:19]1.[OH-].[Na+].Br[CH2:27][C:28]1[C:29]2[CH:36]=[CH:35][CH:34]=[C:33]([Cl:37])[C:30]=2[S:31][CH:32]=1. (4) Given the product [CH:71]1([CH2:74][O:75][C:76]2[C:77]([C:86]3[C:95]4[C:90](=[CH:91][CH:92]=[C:93]([F:96])[CH:94]=4)[C:89](=[O:97])[N:88]([CH3:98])[CH:87]=3)=[N:78][C:79]([NH:104][S:101]([CH2:99][CH3:100])(=[O:103])=[O:102])=[N:80][CH:81]=2)[CH2:72][CH2:73]1, predict the reactants needed to synthesize it. The reactants are: BrC1C2C(=CC=C(F)C=2)C(=O)N(C)C=1.CC1(C)C(C)(C)OB(B2OC(C)(C)C(C)(C)O2)O1.FC1C=C2C(=CC=1)C(=O)N(C)C=C2B1OC(C)(C)C(C)(C)O1.ClC1C(OCC2CC2)=CN=C(S(C)(=O)=O)N=1.[CH:71]1([CH2:74][O:75][C:76]2[C:77]([C:86]3[C:95]4[C:90](=[CH:91][CH:92]=[C:93]([F:96])[CH:94]=4)[C:89](=[O:97])[N:88]([CH3:98])[CH:87]=3)=[N:78][C:79](S(C)(=O)=O)=[N:80][CH:81]=2)[CH2:73][CH2:72]1.[CH2:99]([S:101]([NH2:104])(=[O:103])=[O:102])[CH3:100]. (5) Given the product [NH2:1][C:2]1[N:7]=[C:6]([CH2:8][O:9][N:10]=[C:11]([C:14]2[CH:19]=[CH:18][CH:17]=[CH:16][CH:15]=2)/[C:12](=[N:21]/[OH:22])/[NH2:13])[CH:5]=[CH:4][CH:3]=1, predict the reactants needed to synthesize it. The reactants are: [NH2:1][C:2]1[N:7]=[C:6]([CH2:8][O:9]/[N:10]=[C:11](/[C:14]2[CH:19]=[CH:18][CH:17]=[CH:16][CH:15]=2)\[C:12]#[N:13])[CH:5]=[CH:4][CH:3]=1.Cl.[NH2:21][OH:22].C(=O)([O-])[O-].[K+].[K+]. (6) Given the product [Cl:35][C:36]1[CH:41]=[C:40]([Cl:42])[CH:39]=[CH:38][C:37]=1[C:43]([N:45]=[C:46]=[S:47])=[O:44].[Cl:12][C:13]1[CH:14]=[C:15]([NH:16][C:46]([NH:45][C:43](=[O:44])[C:37]2[CH:38]=[CH:39][C:40]([Cl:42])=[CH:41][C:36]=2[Cl:35])=[S:47])[CH:17]=[CH:18][C:19]=1[O:20][C:21]1[C:30]2[C:25](=[CH:26][C:27]([O:33][CH3:34])=[C:28]([O:31][CH3:32])[CH:29]=2)[N:24]=[CH:23][CH:22]=1, predict the reactants needed to synthesize it. The reactants are: ClC1C=C(Cl)C=CC=1C(Cl)=O.[Cl:12][C:13]1[CH:14]=[C:15]([CH:17]=[CH:18][C:19]=1[O:20][C:21]1[C:30]2[C:25](=[CH:26][C:27]([O:33][CH3:34])=[C:28]([O:31][CH3:32])[CH:29]=2)[N:24]=[CH:23][CH:22]=1)[NH2:16].[Cl:35][C:36]1[CH:41]=[C:40]([Cl:42])[CH:39]=[CH:38][C:37]=1[C:43]([N:45]=[C:46]=[S:47])=[O:44].